Task: Predict the product of the given reaction.. Dataset: Forward reaction prediction with 1.9M reactions from USPTO patents (1976-2016) (1) The product is: [CH3:30][C:31]1[CH:36]=[C:35]([C:2]2[CH:3]=[CH:4][C:5]([C@@H:8]([N:10]3[CH2:15][CH2:14][C@:13]([CH2:22][CH2:23][NH:24][S:25]([CH3:28])(=[O:27])=[O:26])([C:16]4[CH:21]=[CH:20][CH:19]=[CH:18][CH:17]=4)[O:12][C:11]3=[O:29])[CH3:9])=[CH:6][CH:7]=2)[CH:34]=[CH:33][N:32]=1. Given the reactants Br[C:2]1[CH:7]=[CH:6][C:5]([C@@H:8]([N:10]2[CH2:15][CH2:14][C@:13]([CH2:22][CH2:23][NH:24][S:25]([CH3:28])(=[O:27])=[O:26])([C:16]3[CH:21]=[CH:20][CH:19]=[CH:18][CH:17]=3)[O:12][C:11]2=[O:29])[CH3:9])=[CH:4][CH:3]=1.[CH3:30][C:31]1[CH:36]=[C:35](B(O)O)[CH:34]=[CH:33][N:32]=1, predict the reaction product. (2) Given the reactants [ClH:1].CCOCC.[C:7]([O:11][C:12](=[O:39])[C@@H:13]([N:19]1[C:27](=[O:28])[C:26]2[C:21](=[CH:22][CH:23]=[CH:24][C:25]=2[CH2:29][NH:30]C(OC(C)(C)C)=O)[C:20]1=[O:38])[CH2:14][CH2:15][C:16](=[O:18])[NH2:17])([CH3:10])([CH3:9])[CH3:8], predict the reaction product. The product is: [ClH:1].[C:7]([O:11][C:12](=[O:39])[C@@H:13]([N:19]1[C:27](=[O:28])[C:26]2[C:21](=[CH:22][CH:23]=[CH:24][C:25]=2[CH2:29][NH2:30])[C:20]1=[O:38])[CH2:14][CH2:15][C:16](=[O:18])[NH2:17])([CH3:10])([CH3:8])[CH3:9]. (3) Given the reactants [CH2:1]([N:3]([CH2:16][CH3:17])[C:4]1[O:5][C:6]2[C:7](=[C:9]([C:13]([O-:15])=O)[CH:10]=[CH:11][CH:12]=2)[N:8]=1)[CH3:2].[Li+].Cl.Cl.[NH2:21][C@H:22]1[CH:27]2[CH2:28][CH2:29][N:24]([CH2:25][CH2:26]2)[CH2:23]1, predict the reaction product. The product is: [N:24]12[CH2:23][C@@H:22]([NH:21][C:13]([C:9]3[CH:10]=[CH:11][CH:12]=[C:6]4[O:5][C:4]([N:3]([CH2:1][CH3:2])[CH2:16][CH3:17])=[N:8][C:7]=34)=[O:15])[CH:27]([CH2:28][CH2:29]1)[CH2:26][CH2:25]2. (4) Given the reactants [Cl:1][C:2]1[CH:3]=[CH:4][C:5]([O:26][CH2:27][CH:28]([CH3:30])[CH3:29])=[C:6]([CH2:8][N:9]2[C:13]([CH3:14])=[CH:12][C:11]([C:15]([NH:17][C:18]3[CH:23]=[CH:22][C:21]([CH:24]=O)=[CH:20][CH:19]=3)=[O:16])=[N:10]2)[CH:7]=1.[NH:31]1[CH2:35][CH2:34][C@H:33]([OH:36])[CH2:32]1.C(O[BH-](OC(=O)C)OC(=O)C)(=O)C.[Na+].C(OCC)(=O)C, predict the reaction product. The product is: [ClH:1].[Cl:1][C:2]1[CH:3]=[CH:4][C:5]([O:26][CH2:27][CH:28]([CH3:30])[CH3:29])=[C:6]([CH2:8][N:9]2[C:13]([CH3:14])=[CH:12][C:11]([C:15]([NH:17][C:18]3[CH:19]=[CH:20][C:21]([CH2:24][N:31]4[CH2:35][CH2:34][C@H:33]([OH:36])[CH2:32]4)=[CH:22][CH:23]=3)=[O:16])=[N:10]2)[CH:7]=1. (5) Given the reactants [CH3:1][O:2][C:3]1[CH:9]=[CH:8][C:6]([NH2:7])=[C:5]([N+:10]([O-:12])=[O:11])[CH:4]=1.C(N(CC)CC)C.[Cl:20][C:21]1[N:22]=[N:23][C:24]([Cl:30])=[CH:25][C:26]=1[C:27](Cl)=[O:28].ClCCl.C(OCC)(=O)C, predict the reaction product. The product is: [CH3:1][O:2][C:3]1[CH:9]=[CH:8][C:6]([NH:7][C:27]([C:26]2[CH:25]=[C:24]([Cl:30])[N:23]=[N:22][C:21]=2[Cl:20])=[O:28])=[C:5]([N+:10]([O-:12])=[O:11])[CH:4]=1. (6) Given the reactants S(Cl)(Cl)=O.[N+:5]([C:8]1[CH:13]=[CH:12][C:11]([CH:14]=[CH:15][C:16]([OH:18])=[O:17])=[CH:10][CH:9]=1)([O-:7])=[O:6].[CH3:19]O, predict the reaction product. The product is: [CH3:19][O:17][C:16](=[O:18])[CH:15]=[CH:14][C:11]1[CH:10]=[CH:9][C:8]([N+:5]([O-:7])=[O:6])=[CH:13][CH:12]=1. (7) Given the reactants [CH3:1][N:2]1[C:6]([C:7]2[CH:8]=[C:9]3[C:13](=[CH:14][CH:15]=2)[NH:12][C:11](=O)[CH2:10]3)=[CH:5][C:4]([C:17]2[CH:22]=[CH:21][CH:20]=[CH:19][N:18]=2)=[N:3]1.P(Br)(Br)([Br:25])=O.N1C=CN=C1.C([O-])(O)=O.[Na+], predict the reaction product. The product is: [Br:25][C:11]1[NH:12][C:13]2[C:9]([CH:10]=1)=[CH:8][C:7]([C:6]1[N:2]([CH3:1])[N:3]=[C:4]([C:17]3[CH:22]=[CH:21][CH:20]=[CH:19][N:18]=3)[CH:5]=1)=[CH:15][CH:14]=2. (8) Given the reactants [CH3:1][O:2][C:3](=[O:29])/[CH:4]=[CH:5]/[C:6]1[CH:7]=[CH:8][C:9]2[O:26][C:13]3([CH2:18][CH2:17][N:16]([C:19]([O:21][C:22]([CH3:25])([CH3:24])[CH3:23])=[O:20])[CH2:15][CH2:14]3)[NH:12][C:11](=[O:27])[C:10]=2[CH:28]=1.[H-].[Na+].[CH3:32]I, predict the reaction product. The product is: [CH3:1][O:2][C:3](=[O:29])/[CH:4]=[CH:5]/[C:6]1[CH:7]=[CH:8][C:9]2[O:26][C:13]3([CH2:18][CH2:17][N:16]([C:19]([O:21][C:22]([CH3:24])([CH3:25])[CH3:23])=[O:20])[CH2:15][CH2:14]3)[N:12]([CH3:32])[C:11](=[O:27])[C:10]=2[CH:28]=1. (9) The product is: [C:4]([C:6]1[CH:15]=[N:14][C:13]2[N:12]([CH2:16][C:17]3[CH:18]=[CH:19][C:20]([O:23][CH3:24])=[CH:21][CH:22]=3)[C:11](=[O:25])[N:10]3[N:26]=[CH:27][N:28]=[C:9]3[C:8]=2[CH:7]=1)(=[O:3])[CH3:5]. Given the reactants C([O:3][C:4]([C:6]1[CH:15]=[N:14][C:13]2[N:12]([CH2:16][C:17]3[CH:22]=[CH:21][C:20]([O:23][CH3:24])=[CH:19][CH:18]=3)[C:11](=[O:25])[N:10]3[N:26]=[CH:27][N:28]=[C:9]3[C:8]=2[CH:7]=1)=[CH2:5])C.Cl.[OH-].[Na+], predict the reaction product. (10) The product is: [OH:26][CH2:27][C:28]1[CH:33]=[C:32]([C:2]2[CH:7]=[CH:6][C:5]([C:8](=[C:16]3[CH2:21][C:20]([CH3:23])([CH3:22])[CH2:19][C:18]([CH3:24])([CH3:25])[CH2:17]3)[C:9]3[CH:14]=[CH:13][C:12]([OH:15])=[CH:11][CH:10]=3)=[CH:4][CH:3]=2)[CH:31]=[CH:30][CH:29]=1. Given the reactants Br[C:2]1[CH:7]=[CH:6][C:5]([C:8](=[C:16]2[CH2:21][C:20]([CH3:23])([CH3:22])[CH2:19][C:18]([CH3:25])([CH3:24])[CH2:17]2)[C:9]2[CH:14]=[CH:13][C:12]([OH:15])=[CH:11][CH:10]=2)=[CH:4][CH:3]=1.[OH:26][CH2:27][C:28]1[CH:29]=[C:30](B(O)O)[CH:31]=[CH:32][CH:33]=1.C([O-])([O-])=O.[Na+].[Na+], predict the reaction product.